Dataset: Reaction yield outcomes from USPTO patents with 853,638 reactions. Task: Predict the reaction yield, written as a fraction of the theoretical maximum amount of product (1.0 means a 100% yield; for example, 0.34 means a 34% yield). (1) The reactants are [F:1][C:2]1[CH:7]=[CH:6][C:5]([C:8]2[O:9][CH:10]=[C:11]([CH:13]=[O:14])[N:12]=2)=[CH:4][CH:3]=1.[N+](=[CH2:17])=[N-]. The catalyst is C(Cl)(Cl)Cl.CCOCC. The product is [F:1][C:2]1[CH:3]=[CH:4][C:5]([C:8]2[O:9][CH:10]=[C:11]([C:13](=[O:14])[CH3:17])[N:12]=2)=[CH:6][CH:7]=1. The yield is 0.580. (2) The reactants are Cl[C:2]1[N:7]=[CH:6][C:5]2[C:8]([N:14]3[CH2:18][C:17]([CH3:20])([CH3:19])[NH:16][C:15]3=[O:21])=[N:9][N:10]([CH:11]([CH3:13])[CH3:12])[C:4]=2[CH:3]=1.[NH2:22][C:23]1[CH:28]=[CH:27][N:26]=[C:25]([N:29]2[CH2:34][CH2:33][C@H:32]([OH:35])[C@H:31]([F:36])[CH2:30]2)[N:24]=1.C1(P(C2CCCCC2)C2C(OC)=CC=C(OC)C=2C2C(C(C)C)=CC(C(C)C)=CC=2C(C)C)CCCCC1.C(=O)([O-])[O-].[Cs+].[Cs+]. The product is [F:36][C@H:31]1[C@@H:32]([OH:35])[CH2:33][CH2:34][N:29]([C:25]2[N:24]=[C:23]([NH:22][C:2]3[N:7]=[CH:6][C:5]4[C:8]([N:14]5[CH2:18][C:17]([CH3:20])([CH3:19])[NH:16][C:15]5=[O:21])=[N:9][N:10]([CH:11]([CH3:13])[CH3:12])[C:4]=4[CH:3]=3)[CH:28]=[CH:27][N:26]=2)[CH2:30]1. The catalyst is O1CCOCC1. The yield is 0.490. (3) The reactants are [C:1]([N:4]1[CH2:11][C:10]2[CH:12]=[CH:13][C:14]([S:16][CH2:17][CH2:18][CH2:19][CH3:20])=[CH:15][C:9]=2[CH:8]=[CH:7][C:6]2[CH:21]=[CH:22][CH:23]=[CH:24][C:5]1=2)(=[O:3])[CH3:2].C1C=C(Cl)C=C(C(OO)=[O:33])C=1. The catalyst is C(Cl)Cl. The product is [C:1]([N:4]1[CH2:11][C:10]2[CH:12]=[CH:13][C:14]([S:16]([CH2:17][CH2:18][CH2:19][CH3:20])=[O:33])=[CH:15][C:9]=2[CH:8]=[CH:7][C:6]2[CH:21]=[CH:22][CH:23]=[CH:24][C:5]1=2)(=[O:3])[CH3:2]. The yield is 0.770. (4) The reactants are [OH:1][C:2]1[CH:7]=[CH:6][C:5]([C:8]([CH3:16])([CH3:15])[CH2:9][C:10]([O:12][CH2:13][CH3:14])=[O:11])=[CH:4][C:3]=1[O:17][CH2:18][CH2:19][CH2:20][O:21][CH3:22].C(N(CC)CC)C.C1C=CC(N([S:37]([C:40]([F:43])([F:42])[F:41])(=[O:39])=[O:38])[S:37]([C:40]([F:43])([F:42])[F:41])(=[O:39])=[O:38])=CC=1.[Cl-].[NH4+]. The catalyst is ClCCl. The product is [CH3:22][O:21][CH2:20][CH2:19][CH2:18][O:17][C:3]1[CH:4]=[C:5]([C:8]([CH3:16])([CH3:15])[CH2:9][C:10]([O:12][CH2:13][CH3:14])=[O:11])[CH:6]=[CH:7][C:2]=1[O:1][S:37]([C:40]([F:43])([F:42])[F:41])(=[O:39])=[O:38]. The yield is 1.00. (5) The reactants are C[O:2][C:3]([C:5]1[N:6]=[C:7]([CH2:15][CH2:16][S:17][CH3:18])[C:8]2[C:13]([CH:14]=1)=[CH:12][CH:11]=[CH:10][CH:9]=2)=[O:4].[Li+].[OH-].C1COCC1. The product is [CH3:18][S:17][CH2:16][CH2:15][C:7]1[C:8]2[C:13](=[CH:12][CH:11]=[CH:10][CH:9]=2)[CH:14]=[C:5]([C:3]([OH:4])=[O:2])[N:6]=1. The catalyst is CO. The yield is 0.910. (6) The reactants are [NH2:1][C:2]1[C:11]([F:12])=[C:10]([NH:13][CH2:14][CH2:15][NH:16][C:17]2[CH:22]=[CH:21][CH:20]=[CH:19][N:18]=2)[C:9]([F:23])=[C:8]2[C:3]=1[C:4](=[O:30])[C:5](C(O)=O)=[CH:6][N:7]2[CH:24]1[CH2:26][CH2:25]1.[C-]#N.[Na+]. The yield is 0.800. The product is [NH2:1][C:2]1[C:11]([F:12])=[C:10]([NH:13][CH2:14][CH2:15][NH:16][C:17]2[CH:22]=[CH:21][CH:20]=[CH:19][N:18]=2)[C:9]([F:23])=[C:8]2[C:3]=1[C:4](=[O:30])[CH:5]=[CH:6][N:7]2[CH:24]1[CH2:25][CH2:26]1. The catalyst is CS(C)=O. (7) The reactants are [Cl:1][C:2]1[N:7]=[C:6](Cl)[C:5]([CH:9]=O)=[C:4]([Cl:11])[N:3]=1.[C:12]1([NH:18][NH2:19])[CH:17]=[CH:16][CH:15]=[CH:14][CH:13]=1.O. The product is [Cl:11][C:4]1[N:3]=[C:2]([Cl:1])[N:7]=[C:6]2[N:18]([C:12]3[CH:17]=[CH:16][CH:15]=[CH:14][CH:13]=3)[N:19]=[CH:9][C:5]=12. The catalyst is CCO. The yield is 0.880. (8) The reactants are [O:1]=[CH:2][CH2:3][CH:4]1[CH2:8][C:7]2[CH:9]=[C:10]([C:13]3[CH:20]=[CH:19][C:16]([C:17]#[N:18])=[CH:15][CH:14]=3)[CH:11]=[CH:12][C:6]=2[O:5]1.[BH4-].[Na+]. The catalyst is CO. The product is [OH:1][CH2:2][CH2:3][CH:4]1[CH2:8][C:7]2[CH:9]=[C:10]([C:13]3[CH:20]=[CH:19][C:16]([C:17]#[N:18])=[CH:15][CH:14]=3)[CH:11]=[CH:12][C:6]=2[O:5]1. The yield is 0.950. (9) The reactants are [CH2:1]([C:3]1[CH:11]=[C:10]2[C:6]([CH2:7][C:8](=[O:14])[N:9]2OC)=[CH:5][CH:4]=1)[CH3:2]. The catalyst is CO.[Pd]. The product is [CH2:1]([C:3]1[CH:11]=[C:10]2[C:6]([CH2:7][C:8](=[O:14])[NH:9]2)=[CH:5][CH:4]=1)[CH3:2]. The yield is 0.640. (10) The reactants are [Cl:1][C:2]1[N:7]=[C:6](Cl)[CH:5]=[C:4]([C:9]([OH:11])=[O:10])[N:3]=1.[NH2:12][C:13]1[CH:17]=[C:16]([CH3:18])[NH:15][N:14]=1.C(=O)([O-])[O-].[Na+:23].[Na+]. The catalyst is O. The product is [Na+:23].[Cl:1][C:2]1[N:7]=[C:6]([NH:12][C:13]2[CH:17]=[C:16]([CH3:18])[NH:15][N:14]=2)[CH:5]=[C:4]([C:9]([O-:11])=[O:10])[N:3]=1. The yield is 0.770.